From a dataset of Reaction yield outcomes from USPTO patents with 853,638 reactions. Predict the reaction yield, written as a fraction of the theoretical maximum amount of product (1.0 means a 100% yield; for example, 0.34 means a 34% yield). The reactants are C[O:2][C:3](=[O:36])[C@H:4]([CH:33]([CH3:35])[CH3:34])[NH:5][C:6](=[O:32])[C@H:7]([CH:29]([CH3:31])[CH3:30])[NH:8][C:9](=[O:28])[C@H:10]([CH2:19][O:20][CH2:21][C:22]1[CH:27]=[CH:26][CH:25]=[CH:24][CH:23]=1)[NH:11][C:12]([O:14][C:15]([CH3:18])([CH3:17])[CH3:16])=[O:13].C([O-])(O)=O.[Na+]. The catalyst is C1COCC1.O.CCOC(C)=O. The product is [C:15]([O:14][C:12]([NH:11][C@H:10]([C:9]([NH:8][C@H:7]([C:6]([NH:5][C@H:4]([C:3]([OH:36])=[O:2])[CH:33]([CH3:34])[CH3:35])=[O:32])[CH:29]([CH3:31])[CH3:30])=[O:28])[CH2:19][O:20][CH2:21][C:22]1[CH:27]=[CH:26][CH:25]=[CH:24][CH:23]=1)=[O:13])([CH3:16])([CH3:18])[CH3:17]. The yield is 0.420.